Dataset: Forward reaction prediction with 1.9M reactions from USPTO patents (1976-2016). Task: Predict the product of the given reaction. (1) Given the reactants [Cl:1][C:2]1[CH:10]=[C:9]([Cl:11])[C:5]([C:6]([OH:8])=[O:7])=[C:4]([N+:12]([O-])=O)[C:3]=1[OH:15], predict the reaction product. The product is: [NH2:12][C:4]1[C:3]([OH:15])=[C:2]([Cl:1])[CH:10]=[C:9]([Cl:11])[C:5]=1[C:6]([OH:8])=[O:7]. (2) Given the reactants [NH:1]1[C:9]2[C:4](=[CH:5][CH:6]=[CH:7][N:8]=2)[CH:3]=[N:2]1.Br[CH2:11][C:12]([O:14][CH2:15][CH3:16])=[O:13].C([O-])([O-])=O.[K+].[K+], predict the reaction product. The product is: [CH2:15]([O:14][C:12](=[O:13])[CH2:11][N:1]1[C:9]2=[N:8][CH:7]=[CH:6][CH:5]=[C:4]2[CH:3]=[N:2]1)[CH3:16]. (3) Given the reactants [C:1]([C:3]1[CH:8]=[CH:7][CH:6]=[CH:5][N:4]=1)#[CH:2].C[Si]([N:13]=[N+:14]=[N-:15])(C)C.CCOCC, predict the reaction product. The product is: [N:13]1[NH:14][N:15]=[C:1]([C:3]2[CH:8]=[CH:7][CH:6]=[CH:5][N:4]=2)[CH:2]=1. (4) Given the reactants [CH2:1]([C@H:8]([CH2:12][C:13]([O:15]C(C)(C)C)=[O:14])[C:9]([OH:11])=O)[C:2]1[CH:7]=[CH:6][CH:5]=[CH:4][CH:3]=1.[Cl:20][C:21]1[CH:22]=[C:23]([C:28]2[N:29]=[C:30]([NH2:33])[S:31][CH:32]=2)[CH:24]=[CH:25][C:26]=1[Cl:27], predict the reaction product. The product is: [CH2:1]([C@@H:8]([C:9]([NH:33][C:30]1[S:31][CH:32]=[C:28]([C:23]2[CH:24]=[CH:25][C:26]([Cl:27])=[C:21]([Cl:20])[CH:22]=2)[N:29]=1)=[O:11])[CH2:12][C:13]([OH:15])=[O:14])[C:2]1[CH:3]=[CH:4][CH:5]=[CH:6][CH:7]=1. (5) Given the reactants [NH2:1][C@@H:2]([C:5]1[CH:10]=[CH:9][CH:8]=[CH:7][CH:6]=1)[CH2:3][OH:4].[C:11](O)(=[O:16])[CH2:12][CH2:13][CH:14]=[CH2:15], predict the reaction product. The product is: [OH:4][CH2:3][C@@H:2]([NH:1][C:11](=[O:16])[CH2:12][CH2:13][CH:14]=[CH2:15])[C:5]1[CH:10]=[CH:9][CH:8]=[CH:7][CH:6]=1.